This data is from Reaction yield outcomes from USPTO patents with 853,638 reactions. The task is: Predict the reaction yield, written as a fraction of the theoretical maximum amount of product (1.0 means a 100% yield; for example, 0.34 means a 34% yield). (1) The reactants are [H-].[Na+].[CH:3]([SH:6])([CH3:5])[CH3:4].[H][H].Cl[C:10]1[CH:15]=[C:14]([C:16]2[C:21]([Cl:22])=[CH:20][C:19]([C:23]([F:26])([F:25])[F:24])=[CH:18][C:17]=2[Cl:27])[CH:13]=[CH:12][C:11]=1[N+:28]([O-:30])=[O:29]. The catalyst is CN(C)C=O. The product is [Cl:22][C:21]1[CH:20]=[C:19]([C:23]([F:25])([F:24])[F:26])[CH:18]=[C:17]([Cl:27])[C:16]=1[C:14]1[CH:13]=[CH:12][C:11]([N+:28]([O-:30])=[O:29])=[C:10]([S:6][CH:3]([CH3:5])[CH3:4])[CH:15]=1. The yield is 0.900. (2) The reactants are [CH2:1]([S:3]([N:6]1[CH2:11][CH2:10][CH:9]([C:12]2[C:20]3[C:15](=[C:16]([C:29]([NH2:31])=[O:30])[CH:17]=[C:18]([C:21]4[CH:26]=[CH:25][CH:24]=[C:23]([CH:27]=O)[CH:22]=4)[CH:19]=3)[NH:14][CH:13]=2)[CH2:8][CH2:7]1)(=[O:5])=[O:4])[CH3:2].[NH:32]1[CH2:37][CH2:36][CH2:35][CH2:34][CH2:33]1.[BH-](OC(C)=O)(OC(C)=O)OC(C)=O.[Na+]. The catalyst is C(Cl)Cl. The product is [CH2:1]([S:3]([N:6]1[CH2:7][CH2:8][CH:9]([C:12]2[C:20]3[C:15](=[C:16]([C:29]([NH2:31])=[O:30])[CH:17]=[C:18]([C:21]4[CH:26]=[CH:25][CH:24]=[C:23]([CH2:27][N:32]5[CH2:37][CH2:36][CH2:35][CH2:34][CH2:33]5)[CH:22]=4)[CH:19]=3)[NH:14][CH:13]=2)[CH2:10][CH2:11]1)(=[O:4])=[O:5])[CH3:2]. The yield is 0.505. (3) The reactants are O[C:2]([C:5]1[CH:10]=[CH:9][C:8]([NH:11][C:12](=[O:14])[CH3:13])=[CH:7][C:6]=1[O:15][CH3:16])([CH3:4])[CH3:3].C([O-])=O.[NH4+]. The yield is 0.990. The product is [CH:2]([C:5]1[CH:10]=[CH:9][C:8]([NH:11][C:12](=[O:14])[CH3:13])=[CH:7][C:6]=1[O:15][CH3:16])([CH3:4])[CH3:3]. The catalyst is C(O)(=O)C.[Pd]. (4) The reactants are C(OC([NH:8][C@@H:9]([CH2:40][CH:41]([CH3:43])[CH3:42])[C:10]([O:12][C@@H:13]1[CH2:29][C@@H:28]2[C@@:16]([CH3:39])([C@@H:17]3[C@@H:25]([CH2:26][CH2:27]2)[C@:24]2(O)[C@@:20]([CH3:38])([C@@H:21]([C:31]4[CH:32]=[CH:33][C:34](=[O:37])[O:35][CH:36]=4)[CH2:22][CH2:23]2)[CH2:19][CH2:18]3)[CH2:15][CH2:14]1)=[O:11])=O)(C)(C)C.Cl. The catalyst is CCOC(C)=O. The product is [NH2:8][C@@H:9]([CH2:40][CH:41]([CH3:43])[CH3:42])[C:10]([O:12][C@@H:13]1[CH2:29][C@@H:28]2[C@@:16]([CH3:39])([C@@H:17]3[C@@H:25]([CH2:26][CH2:27]2)[C:24]2[C@@:20]([CH3:38])([C@@H:21]([C:31]4[CH:32]=[CH:33][C:34](=[O:37])[O:35][CH:36]=4)[CH2:22][CH:23]=2)[CH2:19][CH2:18]3)[CH2:15][CH2:14]1)=[O:11]. The yield is 0.485. (5) The product is [C:31]1([C:29]2[N:30]=[C:26]([CH2:25][CH2:24][CH2:23][NH2:20])[S:27][CH:28]=2)[CH:32]=[CH:33][CH:34]=[CH:35][CH:36]=1. The yield is 0.890. The reactants are C1(P(C2C=CC=CC=2)C2C=CC=CC=2)C=CC=CC=1.[N:20]([CH2:23][CH2:24][CH2:25][C:26]1[S:27][CH:28]=[C:29]([C:31]2[CH:36]=[CH:35][CH:34]=[CH:33][CH:32]=2)[N:30]=1)=[N+]=[N-]. The catalyst is C1COCC1.O. (6) The reactants are [Cl:1][C:2]1[CH:26]=[CH:25][C:5]2[N:6]3[CH:24]=[CH:23][CH:22]=[C:7]3[C:8]3([CH2:14][CH2:13][N:12]([C:15]([O:17][C:18]([CH3:21])([CH3:20])[CH3:19])=[O:16])[CH2:11][CH2:10]3)[O:9][C:4]=2[CH:3]=1.C(=O)([O-])[O-].[K+].[K+].[F:33][C:34]([F:49])([F:48])[S+]1C2C=CC=CC=2C2C=CC=CC1=2.[F:33][C:34]([F:49])([F:48])S([O-])(=O)=O. The catalyst is CN(C)C=O. The product is [Cl:1][C:2]1[CH:26]=[CH:25][C:5]2[N:6]3[C:24]([C:34]([F:49])([F:48])[F:33])=[CH:23][CH:22]=[C:7]3[C:8]3([CH2:14][CH2:13][N:12]([C:15]([O:17][C:18]([CH3:20])([CH3:21])[CH3:19])=[O:16])[CH2:11][CH2:10]3)[O:9][C:4]=2[CH:3]=1. The yield is 0.630. (7) The reactants are [Br:1][C:2]1[CH:3]=[CH:4][C:5]([O:11][CH3:12])=[C:6](B(O)O)[CH:7]=1.I[C:14]1[CH:15]=[C:16]([N+:20]([O-:22])=[O:21])[CH:17]=[CH:18][CH:19]=1.C(=O)([O-])[O-].[K+].[K+]. The catalyst is CO.O.C([O-])(=O)C.[Pd+2].C([O-])(=O)C. The product is [Br:1][C:2]1[CH:3]=[CH:4][C:5]([O:11][CH3:12])=[C:6]([C:14]2[CH:19]=[CH:18][CH:17]=[C:16]([N+:20]([O-:22])=[O:21])[CH:15]=2)[CH:7]=1. The yield is 0.630. (8) The reactants are [C:1]1([C:13]2[CH:18]=[CH:17][CH:16]=[CH:15][CH:14]=2)[CH:6]=[CH:5][CH:4]=[C:3]([CH:7]([OH:12])[C:8]([CH3:11])([CH3:10])[CH3:9])[CH:2]=1.C1C([N+]([O-])=O)=CC=C([Cl-][C:29]([O-:31])=[O:30])C=1.[N:32]1[CH:37]=[CH:36][CH:35]=[CH:34][CH:33]=1.Cl[CH2:39]CCl. No catalyst specified. The product is [NH2:32][C:37]1[CH:36]=[CH:35][C:34]([O:31][C:29]([O:12][C@@H:7]([C:3]2[CH:2]=[C:1]([C:13]3[CH:18]=[CH:17][CH:16]=[CH:15][CH:14]=3)[CH:6]=[CH:5][CH:4]=2)[C:8]([CH3:10])([CH3:11])[CH3:9])=[O:30])=[CH:33][CH:39]=1. The yield is 0.730.